From a dataset of Reaction yield outcomes from USPTO patents with 853,638 reactions. Predict the reaction yield, written as a fraction of the theoretical maximum amount of product (1.0 means a 100% yield; for example, 0.34 means a 34% yield). (1) The reactants are [CH3:1][C:2]1[N:7]=[C:6]([C:8]2[N:13]=[CH:12][C:11]3[CH:14]=[N:15][N:16]([C:17]4[N:22]=[C:21]([N:23]5[CH2:28][CH2:27][CH2:26][C@H:25]([NH:29]C(=O)OC(C)(C)C)[C:24]5=[O:37])[CH:20]=[CH:19][CH:18]=4)[C:10]=3[CH:9]=2)[CH:5]=[N:4][CH:3]=1.FC(F)(F)C(O)=O. The catalyst is ClCCl. The product is [NH2:29][C@H:25]1[CH2:26][CH2:27][CH2:28][N:23]([C:21]2[CH:20]=[CH:19][CH:18]=[C:17]([N:16]3[C:10]4[CH:9]=[C:8]([C:6]5[CH:5]=[N:4][CH:3]=[C:2]([CH3:1])[N:7]=5)[N:13]=[CH:12][C:11]=4[CH:14]=[N:15]3)[N:22]=2)[C:24]1=[O:37]. The yield is 0.390. (2) The reactants are F.F.F.C(N(CC)CC)C.[Si]([O:28][CH2:29][C@H:30]1[O:34][C@@H:33]([N:35]2[CH:42]=[C:41]([CH3:43])[C:39](=[O:40])[NH:38][C:36]2=[O:37])[C@H:32]([O:44][CH2:45][CH2:46][O:47][N:48]([CH3:50])[CH3:49])[C@@H:31]1[OH:51])(C(C)(C)C)(C1C=CC=CC=1)C1C=CC=CC=1.CO. The catalyst is C1COCC1.C(Cl)Cl. The product is [CH3:49][N:48]([CH3:50])[O:47][CH2:46][CH2:45][O:44][C@@H:32]1[C@H:31]([OH:51])[C@@H:30]([CH2:29][OH:28])[O:34][C@H:33]1[N:35]1[CH:42]=[C:41]([CH3:43])[C:39](=[O:40])[NH:38][C:36]1=[O:37]. The yield is 0.925.